From a dataset of Forward reaction prediction with 1.9M reactions from USPTO patents (1976-2016). Predict the product of the given reaction. (1) Given the reactants [F:1][C:2]1[CH:11]=[C:10]2[C:5]([C:6]([N:23]3[C:31]4[C:26](=[CH:27][CH:28]=[C:29](I)[CH:30]=4)[C:25]([CH3:34])([CH3:33])[CH2:24]3)=[C:7]([CH3:22])[C:8]([C:12]3[CH:17]=[CH:16][CH:15]=[CH:14][C:13]=3[S:18]([CH3:21])(=[O:20])=[O:19])=[N:9]2)=[CH:4][CH:3]=1.[NH:35]1[CH2:40][CH2:39][O:38][CH2:37][CH2:36]1.C1(P(C2CCCCC2)C2(C(C)C)CC(C(C)C)=CC(C(C)C)=C2C2C=CC=CC=2)CCCCC1.CC(C)([O-])C.[Na+], predict the reaction product. The product is: [CH3:34][C:25]1([CH3:33])[C:26]2[C:31](=[CH:30][C:29]([N:35]3[CH2:40][CH2:39][O:38][CH2:37][CH2:36]3)=[CH:28][CH:27]=2)[N:23]([C:6]2[C:5]3[C:10](=[CH:11][C:2]([F:1])=[CH:3][CH:4]=3)[N:9]=[C:8]([C:12]3[CH:17]=[CH:16][CH:15]=[CH:14][C:13]=3[S:18]([CH3:21])(=[O:20])=[O:19])[C:7]=2[CH3:22])[CH2:24]1. (2) Given the reactants Cl[C:2]1[N:9]=[C:8]([CH3:10])[CH:7]=[CH:6][C:3]=1[C:4]#[N:5].[N:11]1[CH:16]=[CH:15][CH:14]=[C:13]([OH:17])[CH:12]=1, predict the reaction product. The product is: [CH3:10][C:8]1[CH:7]=[CH:6][C:3]([C:4]#[N:5])=[C:2]([O:17][C:13]2[CH:12]=[N:11][CH:16]=[CH:15][CH:14]=2)[N:9]=1.